From a dataset of Full USPTO retrosynthesis dataset with 1.9M reactions from patents (1976-2016). Predict the reactants needed to synthesize the given product. (1) Given the product [Cl:1][C:2]1[CH:3]=[C:4]([C:9]([CH3:15])([CH3:14])[C:10]([OH:12])=[O:11])[CH:5]=[CH:6][C:7]=1[Cl:8], predict the reactants needed to synthesize it. The reactants are: [Cl:1][C:2]1[CH:3]=[C:4]([C:9]([CH3:15])([CH3:14])[C:10]([O:12]C)=[O:11])[CH:5]=[CH:6][C:7]=1[Cl:8].C1COCC1.O.O.[OH-].[Li+].Cl. (2) Given the product [N:38]1([C:7]([C:6]2[CH:10]=[C:11]([C:13]([F:16])([F:15])[F:14])[CH:12]=[C:4]([N+:1]([O-:3])=[O:2])[CH:5]=2)=[O:9])[CH2:43][CH2:42][O:41][CH2:40][CH2:39]1, predict the reactants needed to synthesize it. The reactants are: [N+:1]([C:4]1[CH:5]=[C:6]([CH:10]=[C:11]([C:13]([F:16])([F:15])[F:14])[CH:12]=1)[C:7]([OH:9])=O)([O-:3])=[O:2].OC1C2N=NNC=2C=CC=1.CCN=C=NCCCN(C)C.[NH:38]1[CH2:43][CH2:42][O:41][CH2:40][CH2:39]1. (3) Given the product [CH:1]1([CH:6]([N:10]2[CH:14]=[C:13]([B:25]3[O:26][C:27]([CH3:29])([CH3:28])[C:23]([CH3:39])([CH3:22])[O:24]3)[CH:12]=[N:11]2)[CH2:7][C:8]#[N:9])[CH2:5][CH2:4][CH2:3][CH2:2]1, predict the reactants needed to synthesize it. The reactants are: [CH:1]1([CH:6]([N:10]2[CH:14]=[C:13](I)[CH:12]=[N:11]2)[CH2:7][C:8]#[N:9])[CH2:5][CH2:4][CH2:3][CH2:2]1.O1CCOCC1.[CH3:22][C:23]1([CH3:39])[C:27]([CH3:29])([CH3:28])[O:26][B:25]([B:25]2[O:26][C:27]([CH3:29])([CH3:28])[C:23]([CH3:39])([CH3:22])[O:24]2)[O:24]1.C([O-])(=O)C.[K+]. (4) The reactants are: [O:1]1[CH2:6][CH2:5][CH2:4][CH2:3][CH:2]1[O:7][C:8]1[CH:15]=[CH:14][C:11]([CH:12]=O)=[CH:10][CH:9]=1.[CH3:16]C(C)([O-])C.[K+]. Given the product [O:1]1[CH2:6][CH2:5][CH2:4][CH2:3][CH:2]1[O:7][C:8]1[CH:15]=[CH:14][C:11]([CH:12]=[CH2:16])=[CH:10][CH:9]=1, predict the reactants needed to synthesize it. (5) Given the product [Cl:1][C:2]1[S:32][C:5]2[NH:6][C:7]([C:9]([NH:11][C@@H:12]3[CH2:20][C:19]4[C:14](=[CH:15][CH:16]=[CH:17][CH:18]=4)[C@H:13]3[CH2:21][O:22][CH:23]([CH3:31])[C:24]([OH:26])=[O:25])=[O:10])=[CH:8][C:4]=2[CH:3]=1, predict the reactants needed to synthesize it. The reactants are: [Cl:1][C:2]1[S:32][C:5]2[NH:6][C:7]([C:9]([NH:11][C@@H:12]3[CH2:20][C:19]4[C:14](=[CH:15][CH:16]=[CH:17][CH:18]=4)[C@H:13]3[CH2:21][O:22][CH:23]([CH3:31])[C:24]([O:26]C(C)(C)C)=[O:25])=[O:10])=[CH:8][C:4]=2[CH:3]=1.FC(F)(F)C(O)=O. (6) Given the product [C:38]([O:41][C:42](=[O:43])[N:22]([CH2:21][C@@H:13]1[C@@H:14]2[C@@H:15]([O:16][C:17]([CH3:19])([CH3:20])[O:18]2)[C@H:11]([N:6]2[CH:5]=[N:4][C:3]3[C:7]2=[N:8][CH:9]=[N:10][C:2]=3[NH2:1])[O:12]1)[CH2:23][CH2:24][CH2:25][N:26]1[C:34](=[O:35])[C:33]2[C:28](=[CH:29][CH:30]=[CH:31][CH:32]=2)[C:27]1=[O:36])([CH3:40])([CH3:39])[CH3:37], predict the reactants needed to synthesize it. The reactants are: [NH2:1][C:2]1[N:10]=[CH:9][N:8]=[C:7]2[C:3]=1[N:4]=[CH:5][N:6]2[C@H:11]1[C@@H:15]2[O:16][C:17]([CH3:20])([CH3:19])[O:18][C@@H:14]2[C@@H:13]([CH2:21][NH:22][CH2:23][CH2:24][CH2:25][N:26]2[C:34](=[O:35])[C:33]3[C:28](=[CH:29][CH:30]=[CH:31][CH:32]=3)[C:27]2=[O:36])[O:12]1.[CH3:37][C:38]([O:41][C:42](O[C:42]([O:41][C:38]([CH3:40])([CH3:39])[CH3:37])=[O:43])=[O:43])([CH3:40])[CH3:39].O. (7) Given the product [NH2:5][CH:8]1[N:14]=[C:13]([C:15]2[CH:20]=[CH:19][CH:18]=[C:17]([O:21][CH3:22])[N:16]=2)[C:12]2[CH:23]=[C:24]([Cl:27])[CH:25]=[CH:26][C:11]=2[N:10]([CH3:28])[C:9]1=[O:29], predict the reactants needed to synthesize it. The reactants are: C([O-])=O.[NH4+].[N:5]([CH:8]1[N:14]=[C:13]([C:15]2[CH:20]=[CH:19][CH:18]=[C:17]([O:21][CH3:22])[N:16]=2)[C:12]2[CH:23]=[C:24]([Cl:27])[CH:25]=[CH:26][C:11]=2[N:10]([CH3:28])[C:9]1=[O:29])=[N+]=[N-]. (8) Given the product [F:50][C:4]1[CH:5]=[CH:6][C:1]([N:7]2[C:36](=[O:38])[C:25]3[S:26][CH:27]=[C:28]([C:29]4[CH:34]=[CH:33][CH:32]=[CH:31][C:30]=4[F:35])[C:24]=3[N:23]=[CH:12]2)=[CH:2][CH:3]=1, predict the reactants needed to synthesize it. The reactants are: [C:1]1([N:7]2[C:12](=O)C3SC=C(C4C=CC=CC=4)C=3N=C2)[CH:6]=[CH:5][CH:4]=[CH:3][CH:2]=1.[NH2:23][C:24]1[C:28]([C:29]2[CH:34]=[CH:33][CH:32]=[CH:31][C:30]=2[F:35])=[CH:27][S:26][C:25]=1[C:36]([O:38]C)=O.C(OCC)(OCC)OCC.[F:50]C1C=CC(N)=CC=1. (9) Given the product [C:1]([O:5][C:6](=[O:27])[NH:7][C:8]1[CH:13]=[C:12]([O:14][CH2:15][CH2:16][O:17][CH3:18])[C:11]([N:19]2[CH:23]=[CH:22][CH:21]=[CH:20]2)=[CH:10][C:9]=1[NH2:24])([CH3:4])([CH3:2])[CH3:3], predict the reactants needed to synthesize it. The reactants are: [C:1]([O:5][C:6](=[O:27])[NH:7][C:8]1[CH:13]=[C:12]([O:14][CH2:15][CH2:16][O:17][CH3:18])[C:11]([N:19]2[CH:23]=[CH:22][CH:21]=[CH:20]2)=[CH:10][C:9]=1[N+:24]([O-])=O)([CH3:4])([CH3:3])[CH3:2].